This data is from Full USPTO retrosynthesis dataset with 1.9M reactions from patents (1976-2016). The task is: Predict the reactants needed to synthesize the given product. (1) Given the product [OH:12][CH2:11][C:9]1[CH:16]=[CH:15][O:8][C:7]=1[CH:5]=[O:6], predict the reactants needed to synthesize it. The reactants are: O=C[C@@H]([C@H:5]([C@@H:7]([C@@H:9]([CH2:11][OH:12])O)[OH:8])[OH:6])O.[Li+].[Br-].[CH3:15][C:16](N(C)C)=O. (2) Given the product [CH2:1]([O:3][C:4](=[O:13])[C:5]1[CH:10]=[C:9]([Br:11])[CH:8]=[C:7]([N+:14]([O-:16])=[O:15])[C:6]=1[OH:12])[CH3:2], predict the reactants needed to synthesize it. The reactants are: [CH2:1]([O:3][C:4](=[O:13])[C:5]1[CH:10]=[C:9]([Br:11])[CH:8]=[CH:7][C:6]=1[OH:12])[CH3:2].[N+:14]([O-])([OH:16])=[O:15].